Dataset: Catalyst prediction with 721,799 reactions and 888 catalyst types from USPTO. Task: Predict which catalyst facilitates the given reaction. (1) Reactant: [C:1]([CH2:3][C:4]1([N:17]2[CH:21]=[C:20]([C:22]3[CH:27]=[CH:26][N:25]=[C:24]4[NH:28][CH:29]=[CH:30][C:23]=34)[CH:19]=[N:18]2)[CH2:7][N:6]([C:8]2[N:9]=[CH:10][C:11]([C:14](O)=[O:15])=[N:12][CH:13]=2)[CH2:5]1)#[N:2].Cl.[CH:32]1([C@H:35]([NH2:40])[C:36]([F:39])([F:38])[F:37])[CH2:34][CH2:33]1.F[P-](F)(F)(F)(F)F.N1(O[P+](N(C)C)(N(C)C)N(C)C)C2C=CC=CC=2N=N1.C(N(CC)CC)C. Product: [C:1]([CH2:3][C:4]1([N:17]2[CH:21]=[C:20]([C:22]3[CH:27]=[CH:26][N:25]=[C:24]4[NH:28][CH:29]=[CH:30][C:23]=34)[CH:19]=[N:18]2)[CH2:5][N:6]([C:8]2[N:9]=[CH:10][C:11]([C:14]([NH:40][C@@H:35]([CH:32]3[CH2:34][CH2:33]3)[C:36]([F:39])([F:38])[F:37])=[O:15])=[N:12][CH:13]=2)[CH2:7]1)#[N:2]. The catalyst class is: 405. (2) Reactant: [C:1]([N:8]1[CH2:13][CH2:12][NH:11][CH:10]([CH2:14][C:15]([O:17][CH3:18])=[O:16])[CH2:9]1)([O:3][C:4]([CH3:7])([CH3:6])[CH3:5])=[O:2].[F:19][C:20]([F:32])([F:31])[C:21]1[CH:22]=[C:23]([S:27](Cl)(=[O:29])=[O:28])[CH:24]=[CH:25][CH:26]=1.C([O-])([O-])=O.[K+].[K+]. Product: [C:4]([O:3][C:1]([N:8]1[CH2:13][CH2:12][N:11]([S:27]([C:23]2[CH:24]=[CH:25][CH:26]=[C:21]([C:20]([F:19])([F:31])[F:32])[CH:22]=2)(=[O:29])=[O:28])[CH:10]([CH2:14][C:15]([O:17][CH3:18])=[O:16])[CH2:9]1)=[O:2])([CH3:7])([CH3:6])[CH3:5]. The catalyst class is: 1. (3) Reactant: [C:1]([O:5][C:6](=[O:14])[NH:7][C@H:8]1[CH2:12][CH2:11][C@@H:10]([OH:13])[CH2:9]1)([CH3:4])([CH3:3])[CH3:2].[H-].[Na+].I[CH2:18][CH3:19]. Product: [C:1]([O:5][C:6](=[O:14])[NH:7][C@H:8]1[CH2:12][CH2:11][C@@H:10]([O:13][CH2:18][CH3:19])[CH2:9]1)([CH3:4])([CH3:2])[CH3:3]. The catalyst class is: 9.